Dataset: M1 muscarinic receptor antagonist screen with 61,756 compounds. Task: Binary Classification. Given a drug SMILES string, predict its activity (active/inactive) in a high-throughput screening assay against a specified biological target. (1) The compound is s1c(nc(c2c(OC)cc(OC)cc2)c1)NCC=C. The result is 0 (inactive). (2) The result is 0 (inactive). The molecule is O=C1C=2C3(Nc4c(NC2CC(C1)(C)C)cc(c(c4)C)C)c1c(NC3=O)cccc1. (3) The molecule is S(=O)(=O)(N1CCOCC1)c1ccc(cc1)c1n(c2ccccc2)c(SCC(OCC)=O)nn1. The result is 0 (inactive). (4) The molecule is Cl\C(=C/Cn1c2c(n(c(=O)[nH]c2=O)C)nc1SCC(OCC)=O)C. The result is 0 (inactive).